Task: Predict the product of the given reaction.. Dataset: Forward reaction prediction with 1.9M reactions from USPTO patents (1976-2016) (1) Given the reactants [NH:1]([C:25]([O:27][C:28]([CH3:31])([CH3:30])[CH3:29])=[O:26])[CH2:2][C:3]([NH:5][C@H:6]([C:14]([NH:16][C@H:17]([C:22](O)=[O:23])[CH2:18][CH:19]([CH3:21])[CH3:20])=[O:15])[CH2:7][C:8]1[CH:13]=[CH:12][CH:11]=[CH:10][CH:9]=1)=[O:4].ON1C(=O)CCC1=O.C1(N=C=NC2CCCCC2)CCCCC1.[NH2:55][CH2:56][C:57]([O:59][CH2:60][C:61]1[CH:66]=[CH:65][CH:64]=[CH:63][CH:62]=1)=[O:58], predict the reaction product. The product is: [NH:1]([C:25]([O:27][C:28]([CH3:30])([CH3:31])[CH3:29])=[O:26])[CH2:2][C:3]([NH:5][C@H:6]([C:14]([NH:16][C@H:17]([C:22]([NH:55][CH2:56][C:57]([O:59][CH2:60][C:61]1[CH:66]=[CH:65][CH:64]=[CH:63][CH:62]=1)=[O:58])=[O:23])[CH2:18][CH:19]([CH3:21])[CH3:20])=[O:15])[CH2:7][C:8]1[CH:13]=[CH:12][CH:11]=[CH:10][CH:9]=1)=[O:4]. (2) The product is: [F:1][C:2]1[CH:7]=[CH:6][C:5](/[CH:8]=[C:9](\[C:13]2[CH:18]=[CH:17][C:16]([O:19][CH:20]([CH3:22])[CH3:21])=[CH:15][CH:14]=2)/[C:10]([N:41]=[N+:42]=[N-:43])=[O:11])=[CH:4][C:3]=1[O:23][CH3:24]. Given the reactants [F:1][C:2]1[CH:7]=[CH:6][C:5](/[CH:8]=[C:9](\[C:13]2[CH:18]=[CH:17][C:16]([O:19][CH:20]([CH3:22])[CH3:21])=[CH:15][CH:14]=2)/[C:10](O)=[O:11])=[CH:4][C:3]=1[O:23][CH3:24].P([N:41]=[N+:42]=[N-:43])(OC1C=CC=CC=1)(OC1C=CC=CC=1)=O.CCN(CC)CC, predict the reaction product. (3) Given the reactants [CH3:1][O:2][C:3]1[CH:22]=[CH:21][C:6]([CH2:7][C@@H:8]2[C:12]3=[N:13][C:14]4[CH:19]=[CH:18][CH:17]=[CH:16][C:15]=4[N:11]3[C:10](=[O:20])[NH:9]2)=[CH:5][CH:4]=1.[Cl:23][C:24]1[C:29]([C:30]([F:33])([F:32])[F:31])=[CH:28][CH:27]=[CH:26][C:25]=1[CH2:34][NH2:35].C(O)(C(F)(F)F)=O, predict the reaction product. The product is: [NH:11]1[C:15]2[CH:16]=[CH:17][CH:18]=[CH:19][C:14]=2[N:13]=[C:12]1[C@H:8]([NH:9][C:10]([NH:35][CH2:34][C:25]1[CH:26]=[CH:27][CH:28]=[C:29]([C:30]([F:31])([F:32])[F:33])[C:24]=1[Cl:23])=[O:20])[CH2:7][C:6]1[CH:21]=[CH:22][C:3]([O:2][CH3:1])=[CH:4][CH:5]=1. (4) Given the reactants C[O:2][C:3]([C:5]1[S:32][C:8]2[N:9]=[CH:10][N:11]=[C:12]([NH:13][C:14]3[CH:19]=[CH:18][C:17]([F:20])=[CH:16][C:15]=3[O:21][CH:22]3[CH2:26][CH2:25][N:24]([C:27](=[O:31])[CH2:28][O:29][CH3:30])[CH2:23]3)[C:7]=2[C:6]=1[CH3:33])=O.[NH3:34], predict the reaction product. The product is: [F:20][C:17]1[CH:18]=[CH:19][C:14]([NH:13][C:12]2[C:7]3[C:6]([CH3:33])=[C:5]([C:3]([NH2:34])=[O:2])[S:32][C:8]=3[N:9]=[CH:10][N:11]=2)=[C:15]([O:21][CH:22]2[CH2:26][CH2:25][N:24]([C:27](=[O:31])[CH2:28][O:29][CH3:30])[CH2:23]2)[CH:16]=1. (5) Given the reactants OC(C(F)(F)F)=O.[N:8]1([C:14]2[CH:15]=[N:16][CH:17]=[N:18][CH:19]=2)[CH2:13][CH2:12][NH:11][CH2:10][CH2:9]1.[F:20][C:21]([F:37])([F:36])[C:22]1[O:26][N:25]=[C:24]([C:27]2[CH:28]=[C:29]([CH:33]=[CH:34][CH:35]=2)[C:30](O)=[O:31])[N:23]=1, predict the reaction product. The product is: [N:18]1[CH:19]=[C:14]([N:8]2[CH2:13][CH2:12][N:11]([C:30]([C:29]3[CH:33]=[CH:34][CH:35]=[C:27]([C:24]4[N:23]=[C:22]([C:21]([F:36])([F:20])[F:37])[O:26][N:25]=4)[CH:28]=3)=[O:31])[CH2:10][CH2:9]2)[CH:15]=[N:16][CH:17]=1. (6) Given the reactants CO[C:3]([CH2:5][CH2:6][C@H:7]([NH2:11])[C:8]([OH:10])=[O:9])=[O:4].C(CC(=O)C)(=O)C.C(O)(=O)C.[CH2:23]([NH2:25])[CH3:24], predict the reaction product. The product is: [NH2:11][C@H:7]([C:8]([OH:10])=[O:9])[CH2:6][CH2:5][C:3]([NH:25][CH2:23][CH3:24])=[O:4].